Predict the product of the given reaction. From a dataset of Forward reaction prediction with 1.9M reactions from USPTO patents (1976-2016). Given the reactants [N:1]1([CH2:6][C:7]2[CH:8]=[C:9]3[N:15]=[C:14]([C:16]4[CH:22]=[CH:21][CH:20]=[CH:19][C:17]=4[NH2:18])[S:13][C:10]3=[N:11][CH:12]=2)[CH2:5][CH2:4][CH2:3][CH2:2]1.[CH3:23][O:24][CH2:25][C:26]#[C:27][C:28]1[S:32][C:31]([C:33]2[CH:38]=[CH:37][CH:36]=[CH:35][CH:34]=2)=[N:30][C:29]=1[C:39](O)=[O:40], predict the reaction product. The product is: [CH3:23][O:24][CH2:25][C:26]#[C:27][C:28]1[S:32][C:31]([C:33]2[CH:34]=[CH:35][CH:36]=[CH:37][CH:38]=2)=[N:30][C:29]=1[C:39]([NH:18][C:17]1[CH:19]=[CH:20][CH:21]=[CH:22][C:16]=1[C:14]1[S:13][C:10]2[C:9]([N:15]=1)=[CH:8][C:7]([CH2:6][N:1]1[CH2:2][CH2:3][CH2:4][CH2:5]1)=[CH:12][N:11]=2)=[O:40].